Dataset: M1 muscarinic receptor antagonist screen with 61,756 compounds. Task: Binary Classification. Given a drug SMILES string, predict its activity (active/inactive) in a high-throughput screening assay against a specified biological target. The compound is S(CC(=O)c1occc1)c1sc(SCC(=O)c2occc2)nn1. The result is 0 (inactive).